This data is from Forward reaction prediction with 1.9M reactions from USPTO patents (1976-2016). The task is: Predict the product of the given reaction. (1) Given the reactants [Cl:1][CH2:2][C:3](Cl)=[O:4].[CH3:6][CH:7]([CH2:11][CH2:12][C:13]1[CH:18]=[CH:17][CH:16]=[CH:15][CH:14]=1)[CH2:8][CH2:9][OH:10].N1C=CC=CC=1, predict the reaction product. The product is: [Cl:1][CH2:2][C:3]([O:10][CH2:9][CH2:8][CH:7]([CH3:6])[CH2:11][CH2:12][C:13]1[CH:18]=[CH:17][CH:16]=[CH:15][CH:14]=1)=[O:4]. (2) The product is: [S:2]([O-:6])([O-:5])(=[O:4])=[O:3].[NH4+:1].[NH4+:1].[S:2](=[O:4])(=[O:3])([OH:6])[OH:5]. Given the reactants [NH3:1].[S:2]([O-:6])([O-:5])(=[O:4])=[O:3].[NH4+].[NH4+], predict the reaction product. (3) The product is: [Cl:1][C:2]1[CH:3]=[C:4]([CH2:17][N:18]2[C:22]([CH3:23])=[CH:21][C:20]([C:24]([NH:26][CH:27]3[CH2:28][C:29]4[C:33](=[CH:32][CH:31]=[CH:39][CH:38]=4)[CH2:30]3)=[O:25])=[N:19]2)[C:5]2[O:9][C:8]([C:10]3[CH:11]=[CH:12][CH:13]=[CH:14][CH:15]=3)=[CH:7][C:6]=2[CH:16]=1. Given the reactants [Cl:1][C:2]1[CH:3]=[C:4]([CH2:17][N:18]2[C:22]([CH3:23])=[CH:21][C:20]([C:24]([NH:26][CH:27]3[CH2:30][CH2:29][CH2:28]3)=[O:25])=[N:19]2)[C:5]2[O:9][C:8]([C:10]3[CH:15]=[CH:14][CH:13]=[CH:12][CH:11]=3)=[CH:7][C:6]=2[CH:16]=1.[CH2:31]1[C:39]2C(=CC=C[CH:38]=2)[CH2:33][CH:32]1N, predict the reaction product.